This data is from Full USPTO retrosynthesis dataset with 1.9M reactions from patents (1976-2016). The task is: Predict the reactants needed to synthesize the given product. (1) The reactants are: [CH3:1][O:2][C:3]1[CH:18]=[CH:17][C:6]([CH2:7][C:8]2([CH3:16])[CH2:13][CH2:12][O:11][CH2:10][CH:9]2[CH:14]=[O:15])=[CH:5][CH:4]=1.C([OH:23])(C)(C)C.O1CCCC1.CC(=CC)C.[O-]Cl=O.[Na+].[NH4+].[Cl-]. Given the product [CH3:1][O:2][C:3]1[CH:4]=[CH:5][C:6]([CH2:7][C:8]2([CH3:16])[CH2:13][CH2:12][O:11][CH2:10][CH:9]2[C:14]([OH:23])=[O:15])=[CH:17][CH:18]=1, predict the reactants needed to synthesize it. (2) Given the product [F:22][C:4]([F:3])([F:21])[C:5]1[CH:6]=[C:7]([CH:15]2[O:19][C:18](=[O:20])[N:17]([CH2:24][C:25]3[CH:30]=[C:29]([C:31]([F:32])([F:34])[F:33])[CH:28]=[CH:27][C:26]=3[I:35])[CH2:16]2)[CH:8]=[C:9]([C:11]([F:12])([F:13])[F:14])[CH:10]=1, predict the reactants needed to synthesize it. The reactants are: [H-].[Na+].[F:3][C:4]([F:22])([F:21])[C:5]1[CH:6]=[C:7]([CH:15]2[O:19][C:18](=[O:20])[NH:17][CH2:16]2)[CH:8]=[C:9]([C:11]([F:14])([F:13])[F:12])[CH:10]=1.Br[CH2:24][C:25]1[CH:30]=[C:29]([C:31]([F:34])([F:33])[F:32])[CH:28]=[CH:27][C:26]=1[I:35]. (3) Given the product [Cl:22][C:19]1[CH:20]=[CH:21][C:16]([NH:15][C:13](=[O:14])[C:12]2[CH:23]=[C:24]([F:27])[CH:25]=[CH:26][C:11]=2[NH:10][C:8](=[O:9])[C:7]2[CH:28]=[CH:29][C:30]([N:32]3[CH2:37][CH2:36][O:35][CH2:34][CH2:33]3)=[CH:31][C:6]=2[O:5][CH2:4][CH2:3][CH2:2][N:41]([CH3:40])[CH3:38])=[N:17][CH:18]=1, predict the reactants needed to synthesize it. The reactants are: N[CH2:2][CH2:3][CH2:4][O:5][C:6]1[CH:31]=[C:30]([N:32]2[CH2:37][CH2:36][O:35][CH2:34][CH2:33]2)[CH:29]=[CH:28][C:7]=1[C:8]([NH:10][C:11]1[CH:26]=[CH:25][C:24]([F:27])=[CH:23][C:12]=1[C:13]([NH:15][C:16]1[CH:21]=[CH:20][C:19]([Cl:22])=[CH:18][N:17]=1)=[O:14])=[O:9].[CH2:38]=O.[C:40]([BH3-])#[N:41].[Na+].Cl. (4) Given the product [Cl:8][C:4]1[CH:5]=[CH:6][CH:7]=[C:2]([Cl:1])[C:3]=1[C:9]1[C:13]([CH2:14][O:15][C:22]2[CH:23]=[CH:24][C:25]([N+:29]([O-:31])=[O:30])=[C:26]([CH3:28])[CH:27]=2)=[C:12]([CH:16]([CH3:18])[CH3:17])[O:11][N:10]=1, predict the reactants needed to synthesize it. The reactants are: [Cl:1][C:2]1[CH:7]=[CH:6][CH:5]=[C:4]([Cl:8])[C:3]=1[C:9]1[C:13]([CH2:14][OH:15])=[C:12]([CH:16]([CH3:18])[CH3:17])[O:11][N:10]=1.[H-].[Na+].F[C:22]1[CH:23]=[CH:24][C:25]([N+:29]([O-:31])=[O:30])=[C:26]([CH3:28])[CH:27]=1. (5) Given the product [CH2:9]([O:16][C:17]1[CH:18]=[C:19]2[C:23](=[CH:24][CH:25]=1)[NH:22][C:21]([C:26]([O:28][CH2:29][CH3:30])=[O:27])=[C:20]2[Br:1])[C:10]1[CH:11]=[CH:12][CH:13]=[CH:14][CH:15]=1, predict the reactants needed to synthesize it. The reactants are: [Br:1]N1C(=O)CCC1=O.[CH2:9]([O:16][C:17]1[CH:18]=[C:19]2[C:23](=[CH:24][CH:25]=1)[NH:22][C:21]([C:26]([O:28][CH2:29][CH3:30])=[O:27])=[CH:20]2)[C:10]1[CH:15]=[CH:14][CH:13]=[CH:12][CH:11]=1.